This data is from Full USPTO retrosynthesis dataset with 1.9M reactions from patents (1976-2016). The task is: Predict the reactants needed to synthesize the given product. (1) Given the product [CH:46]1([CH2:49][C:50]([N:29]2[CH2:28][CH2:27][N:26]([C:23]3[CH:24]=[CH:25][C:20]([C:17]4[CH:18]=[C:19]5[C:11]([C:9]6[CH:8]=[N:7][N:6]([CH2:5][C:4]7[CH:42]=[CH:43][CH:44]=[C:2]([F:1])[CH:3]=7)[CH:10]=6)=[CH:12][N:13]([S:32]([C:35]6[CH:41]=[CH:40][C:38]([CH3:39])=[CH:37][CH:36]=6)(=[O:33])=[O:34])[C:14]5=[N:15][CH:16]=4)=[CH:21][CH:22]=3)[CH2:31][CH2:30]2)=[O:51])[CH2:48][CH2:47]1, predict the reactants needed to synthesize it. The reactants are: [F:1][C:2]1[CH:3]=[C:4]([CH:42]=[CH:43][CH:44]=1)[CH2:5][N:6]1[CH:10]=[C:9]([C:11]2[C:19]3[C:14](=[N:15][CH:16]=[C:17]([C:20]4[CH:25]=[CH:24][C:23]([N:26]5[CH2:31][CH2:30][NH:29][CH2:28][CH2:27]5)=[CH:22][CH:21]=4)[CH:18]=3)[N:13]([S:32]([C:35]3[CH:41]=[CH:40][C:38]([CH3:39])=[CH:37][CH:36]=3)(=[O:34])=[O:33])[CH:12]=2)[CH:8]=[N:7]1.Cl.[CH:46]1([CH2:49][C:50](O)=[O:51])[CH2:48][CH2:47]1.CN(C(ON1N=NC2C=CC=NC1=2)=[N+](C)C)C.F[P-](F)(F)(F)(F)F.C1C=CC2N(O)N=NC=2C=1.CCN(C(C)C)C(C)C. (2) Given the product [Cl:16][C:9]1[N:10]=[CH:11][C:12]2[NH:13][C:19](=[O:21])[CH2:18][CH2:17][N:6]([CH:1]3[CH2:5][CH2:4][CH2:3][CH2:2]3)[C:7]=2[N:8]=1, predict the reactants needed to synthesize it. The reactants are: [CH:1]1([N:6]([CH2:17][CH2:18][C:19]([O:21]C)=O)[C:7]2[C:12]([N+:13]([O-])=O)=[CH:11][N:10]=[C:9]([Cl:16])[N:8]=2)[CH2:5][CH2:4][CH2:3][CH2:2]1.